Predict the product of the given reaction. From a dataset of Forward reaction prediction with 1.9M reactions from USPTO patents (1976-2016). (1) The product is: [OH:19][C:2]1[C:10]([C:11]2[CH:16]=[CH:15][C:14]([O:17][CH3:18])=[CH:13][CH:12]=2)=[CH:9][C:5]([C:6]([NH2:8])=[O:7])=[CH:4][N:3]=1. Given the reactants N[C:2]1[C:10]([C:11]2[CH:16]=[CH:15][C:14]([O:17][CH3:18])=[CH:13][CH:12]=2)=[CH:9][C:5]([C:6]([NH2:8])=[O:7])=[CH:4][N:3]=1.[OH:19]S(O)(=O)=O.N([O-])=O.[Na+], predict the reaction product. (2) Given the reactants [Cl:1][C:2]1[C:11]2[C:6](=[C:7]([CH3:13])[C:8]([Cl:12])=[CH:9][CH:10]=2)[N:5]=[CH:4][C:3]=1[C:14]([NH2:16])=[O:15].[CH3:17][O:18][C:19]1[CH:20]=[C:21]([CH:23]=[CH:24][CH:25]=1)[NH2:22].Cl.IC1C=C2C(=CC=1)N=CC(C(N)=O)=C2NC1C=CC=C(OC)C=1, predict the reaction product. The product is: [ClH:1].[Cl:12][C:8]1[C:7]([CH3:13])=[C:6]2[C:11]([C:2]([NH:22][C:21]3[CH:23]=[CH:24][CH:25]=[C:19]([O:18][CH3:17])[CH:20]=3)=[C:3]([C:14]([NH2:16])=[O:15])[CH:4]=[N:5]2)=[CH:10][CH:9]=1. (3) Given the reactants [CH:1]12[O:7][CH:6]1[CH2:5][CH2:4][N:3]([C:8]([O:10][CH2:11][C:12]1[CH:17]=[CH:16][CH:15]=[CH:14][CH:13]=1)=[O:9])[CH2:2]2.CN.C(N(CC)CC)C.[C:27](O[C:35]([O:37][C:38]([CH3:41])([CH3:40])[CH3:39])=[O:36])([O:29][C:30]([CH3:33])([CH3:32])[CH3:31])=[O:28].[NH:42]1[CH:46]=[CH:45][N:44]=[CH:43]1.[C:47]([Si:51]([CH3:54])([CH3:53])Cl)([CH3:50])([CH3:49])[CH3:48], predict the reaction product. The product is: [C:38]([O:37][C:35]([N:42]([CH3:46])[C@H:1]1[C@H:6]([O:7][Si:51]([C:47]([CH3:50])([CH3:49])[CH3:48])([CH3:54])[CH3:53])[CH2:5][CH2:4][N:3]([C:8]([O:10][CH2:11][C:12]2[CH:17]=[CH:16][CH:15]=[CH:14][CH:13]=2)=[O:9])[CH2:2]1)=[O:36])([CH3:39])([CH3:40])[CH3:41].[C:30]([O:29][C:27]([N:44]([CH3:43])[C@@H:45]1[CH2:46][CH2:4][N:3]([C:8]([O:10][CH2:11][C:12]2[CH:13]=[CH:14][CH:15]=[CH:16][CH:17]=2)=[O:9])[CH2:2][C@H:1]1[O:7][Si:51]([C:47]([CH3:50])([CH3:49])[CH3:48])([CH3:54])[CH3:53])=[O:28])([CH3:33])([CH3:32])[CH3:31]. (4) Given the reactants C([O:5][C:6]([N:8]1[CH2:13][CH2:12][CH:11]([C:14]2[C:23]3[C:18](=[CH:19][C:20]([O:24][CH:25]4[CH2:28][N:27]([C:29](=[O:31])[CH3:30])[CH2:26]4)=[CH:21][CH:22]=3)[N:17]=[CH:16][N:15]=2)[CH2:10][CH2:9]1)=O)(C)(C)C.Cl.[N+](C1C=CC(OC(=O)[NH:44][C:45]2[CH:50]=[CH:49][C:48]([N:51]3[CH2:55][CH2:54][CH2:53][CH2:52]3)=[CH:47][CH:46]=2)=CC=1)([O-])=O, predict the reaction product. The product is: [N:51]1([C:48]2[CH:49]=[CH:50][C:45]([NH:44][C:6]([N:8]3[CH2:9][CH2:10][CH:11]([C:14]4[C:23]5[C:18](=[CH:19][C:20]([O:24][CH:25]6[CH2:26][N:27]([C:29](=[O:31])[CH3:30])[CH2:28]6)=[CH:21][CH:22]=5)[N:17]=[CH:16][N:15]=4)[CH2:12][CH2:13]3)=[O:5])=[CH:46][CH:47]=2)[CH2:52][CH2:53][CH2:54][CH2:55]1. (5) Given the reactants [O:1]1[CH2:6][CH2:5][CH:4]([NH2:7])[CH2:3][CH2:2]1.C([O:10][C:11]([C:13]1[N:17]([CH2:18][CH3:19])[N:16]=[CH:15][C:14]=1[CH2:20][N:21]1[CH2:25][CH:24]2[CH2:26][N:27]([C:29]([O:31][CH:32]([C:37]([F:40])([F:39])[F:38])[C:33]([F:36])([F:35])[F:34])=[O:30])[CH2:28][CH:23]2[CH2:22]1)=O)C, predict the reaction product. The product is: [CH2:18]([N:17]1[C:13]([C:11](=[O:10])[NH:7][CH:4]2[CH2:5][CH2:6][O:1][CH2:2][CH2:3]2)=[C:14]([CH2:20][N:21]2[CH2:22][CH:23]3[CH2:28][N:27]([C:29]([O:31][CH:32]([C:37]([F:39])([F:40])[F:38])[C:33]([F:34])([F:35])[F:36])=[O:30])[CH2:26][CH:24]3[CH2:25]2)[CH:15]=[N:16]1)[CH3:19].